From a dataset of Forward reaction prediction with 1.9M reactions from USPTO patents (1976-2016). Predict the product of the given reaction. (1) Given the reactants [CH3:1][C:2]1[CH:11]=[CH:10][CH:9]=[C:8]2[C:3]=1[C:4](=[O:29])[N:5]([C:23]1[CH:28]=[CH:27][CH:26]=[CH:25][CH:24]=1)[C:6]([C@@H:12]([NH:15]C(=O)OC(C)(C)C)[CH2:13][CH3:14])=[N:7]2.Cl, predict the reaction product. The product is: [NH2:15][C@H:12]([C:6]1[N:5]([C:23]2[CH:24]=[CH:25][CH:26]=[CH:27][CH:28]=2)[C:4](=[O:29])[C:3]2[C:8](=[CH:9][CH:10]=[CH:11][C:2]=2[CH3:1])[N:7]=1)[CH2:13][CH3:14]. (2) The product is: [C:1]1([CH2:7][CH2:8][CH:9]([NH2:18])[CH3:10])[CH:6]=[CH:5][CH:4]=[CH:3][CH:2]=1. Given the reactants [C:1]1([CH2:7][CH2:8][C:9](=O)[CH3:10])[CH:6]=[CH:5][CH:4]=[CH:3][CH:2]=1.CC1[N:18]=CC(COP(O)(O)=O)=C(C=O)C=1O.P([O-])([O-])([O-])=O.[K+].[K+].[K+], predict the reaction product. (3) Given the reactants [CH3:1][O:2][C:3]1[CH:11]=[CH:10][C:6]([C:7]([OH:9])=[O:8])=[CH:5][C:4]=1[N+:12]([O-:14])=[O:13].C(Cl)CCl.[Cl:19][C:20]1[CH:21]=[N+:22]([O-:45])[CH:23]=[C:24]([Cl:44])[C:25]=1[CH2:26][C@@H:27]([C:29]1[CH:34]=[CH:33][C:32]([O:35][CH:36]([F:38])[F:37])=[C:31]([O:39][CH2:40][CH:41]2[CH2:43][CH2:42]2)[CH:30]=1)O, predict the reaction product. The product is: [Cl:19][C:20]1[CH:21]=[N+:22]([O-:45])[CH:23]=[C:24]([Cl:44])[C:25]=1[CH2:26][C@@H:27]([C:29]1[CH:34]=[CH:33][C:32]([O:35][CH:36]([F:38])[F:37])=[C:31]([O:39][CH2:40][CH:41]2[CH2:43][CH2:42]2)[CH:30]=1)[O:8][C:7](=[O:9])[C:6]1[CH:10]=[CH:11][C:3]([O:2][CH3:1])=[C:4]([N+:12]([O-:14])=[O:13])[CH:5]=1. (4) Given the reactants [Cl:1][C:2]1[C:9]([O:10][CH2:11][CH2:12][O:13][CH3:14])=[CH:8][CH:7]=[C:6]([F:15])[C:3]=1[CH:4]=[O:5].ClC1C(OCC(F)(F)F)=CC=C(Cl)C=1C(C1C2C(=NC=C(C3C=NN(C)C=3)C=2)NC=1)O.[Cl:47][C:48]1[CH:49]=[C:50]2[CH:56]=[CH:55][NH:54][C:51]2=[N:52][CH:53]=1, predict the reaction product. The product is: [Cl:1][C:2]1[C:9]([O:10][CH2:11][CH2:12][O:13][CH3:14])=[CH:8][CH:7]=[C:6]([F:15])[C:3]=1[C:4]([C:56]1[C:50]2[C:51](=[N:52][CH:53]=[C:48]([Cl:47])[CH:49]=2)[NH:54][CH:55]=1)=[O:5]. (5) Given the reactants [N:1]1[CH:6]=[CH:5][CH:4]=[CH:3][C:2]=1[C:7]([OH:9])=O.CCN=C=NCCCN(C)C.C1C=CC2N(O)N=NC=2C=1.[NH2:31][C@@H:32]1[CH2:37][CH2:36][N:35]([C:38]([O:40][CH2:41][C:42]2[CH:47]=[CH:46][CH:45]=[CH:44][CH:43]=2)=[O:39])[CH2:34][C@H:33]1[OH:48], predict the reaction product. The product is: [OH:48][CH:33]1[CH:32]([NH:31][C:7](=[O:9])[C:2]2[CH:3]=[CH:4][CH:5]=[CH:6][N:1]=2)[CH2:37][CH2:36][N:35]([C:38]([O:40][CH2:41][C:42]2[CH:47]=[CH:46][CH:45]=[CH:44][CH:43]=2)=[O:39])[CH2:34]1.